From a dataset of Full USPTO retrosynthesis dataset with 1.9M reactions from patents (1976-2016). Predict the reactants needed to synthesize the given product. (1) Given the product [CH3:15][CH:14]([CH:13]=[CH2:16])[CH:1]([C:2]1[CH:7]=[CH:6][CH:5]=[CH:4][CH:3]=1)[OH:8], predict the reactants needed to synthesize it. The reactants are: [CH:1](=[O:8])[C:2]1[CH:7]=[CH:6][CH:5]=[CH:4][CH:3]=1.C(O[CH:13]([CH3:16])[CH:14]=[CH2:15])(=O)C.O.CCN(CC)CC.CC1C(C)=C(C)C(C)=C(C)C=1C. (2) Given the product [CH2:13]([N:9]1[C:10]2[C:6](=[CH:5][CH:4]=[C:3]([O:2][CH3:1])[CH:11]=2)[CH:7]=[N:8]1)[C:14]1[CH:19]=[CH:18][CH:17]=[CH:16][CH:15]=1, predict the reactants needed to synthesize it. The reactants are: [CH3:1][O:2][C:3]1[CH:11]=[C:10]2[C:6]([CH:7]=[N:8][NH:9]2)=[CH:5][CH:4]=1.Br[CH2:13][C:14]1[CH:19]=[CH:18][CH:17]=[CH:16][CH:15]=1. (3) Given the product [Br:1][C:2]1[CH:7]=[CH:6][C:5](/[C:8](/[C:27]#[C:26][C:28]2[CH:33]=[CH:32][CH:31]=[CH:30][N:29]=2)=[CH:9]/[CH2:10][O:11][C:12]2[CH:23]=[CH:22][C:15]([O:16][CH2:17][C:18]([O:20][CH3:21])=[O:19])=[C:14]([CH3:24])[CH:13]=2)=[CH:4][CH:3]=1, predict the reactants needed to synthesize it. The reactants are: [Br:1][C:2]1[CH:7]=[CH:6][C:5](/[C:8](/I)=[CH:9]/[CH2:10][O:11][C:12]2[CH:23]=[CH:22][C:15]([O:16][CH2:17][C:18]([O:20][CH3:21])=[O:19])=[C:14]([CH3:24])[CH:13]=2)=[CH:4][CH:3]=1.[C:26]([C:28]1[CH:33]=[CH:32][CH:31]=[CH:30][N:29]=1)#[CH:27].C(N(C(C)C)CC)(C)C. (4) The reactants are: Cl[C:2]1[N:7]=[C:6]([N:8]([C:10]2[CH:15]=[CH:14][C:13]([F:16])=[C:12]([Cl:17])[C:11]=2[F:18])[CH3:9])[CH:5]=[CH:4][N:3]=1.[Cl:19][C:20]1[CH:25]=[C:24]([N:26]2[CH2:31][CH2:30][O:29][CH2:28][CH2:27]2)[N:23]=[C:22]([NH2:32])[CH:21]=1.C(=O)([O-])[O-].[K+].[K+].CC1(C)C2C(=C(P(C3C=CC=CC=3)C3C=CC=CC=3)C=CC=2)OC2C(P(C3C=CC=CC=3)C3C=CC=CC=3)=CC=CC1=2. Given the product [Cl:17][C:12]1[C:11]([F:18])=[C:10]([N:8]([CH3:9])[C:6]2[CH:5]=[CH:4][N:3]=[C:2]([NH:32][C:22]3[CH:21]=[C:20]([Cl:19])[CH:25]=[C:24]([N:26]4[CH2:27][CH2:28][O:29][CH2:30][CH2:31]4)[N:23]=3)[N:7]=2)[CH:15]=[CH:14][C:13]=1[F:16], predict the reactants needed to synthesize it. (5) Given the product [CH3:35][O:36][C:2]1[N:7]=[C:6]([N:8]2[CH2:13][CH2:12][N:11]([CH3:14])[CH2:10][CH2:9]2)[N:5]=[C:4]([N:15]2[CH2:20][CH2:19][CH:18]([C:21]([NH:23][CH2:24][C:25]3[CH:30]=[CH:29][CH:28]=[CH:27][C:26]=3[C:31]([F:34])([F:33])[F:32])=[O:22])[CH2:17][CH2:16]2)[N:3]=1, predict the reactants needed to synthesize it. The reactants are: Cl[C:2]1[N:7]=[C:6]([N:8]2[CH2:13][CH2:12][N:11]([CH3:14])[CH2:10][CH2:9]2)[N:5]=[C:4]([N:15]2[CH2:20][CH2:19][CH:18]([C:21]([NH:23][CH2:24][C:25]3[CH:30]=[CH:29][CH:28]=[CH:27][C:26]=3[C:31]([F:34])([F:33])[F:32])=[O:22])[CH2:17][CH2:16]2)[N:3]=1.[CH3:35][O-:36].[Na+].